Dataset: Peptide-MHC class II binding affinity with 134,281 pairs from IEDB. Task: Regression. Given a peptide amino acid sequence and an MHC pseudo amino acid sequence, predict their binding affinity value. This is MHC class II binding data. (1) The peptide sequence is EKKYFAATQFEPKAA. The MHC is DRB1_1001 with pseudo-sequence DRB1_1001. The binding affinity (normalized) is 0.656. (2) The peptide sequence is LEAAVKQAYAATVAT. The MHC is HLA-DPA10103-DPB10201 with pseudo-sequence HLA-DPA10103-DPB10201. The binding affinity (normalized) is 0.189. (3) The peptide sequence is MTLKGTSYKICTDKM. The MHC is DRB1_1101 with pseudo-sequence DRB1_1101. The binding affinity (normalized) is 0.539. (4) The peptide sequence is NKEVDRLMSMKSIQK. The MHC is DRB5_0101 with pseudo-sequence DRB5_0101. The binding affinity (normalized) is 0.996. (5) The peptide sequence is ARQMVQAMRAIGTHPSSSTG. The MHC is DRB1_0401 with pseudo-sequence DRB1_0401. The binding affinity (normalized) is 0.263. (6) The peptide sequence is EGRVEIDFDYCPGTTVTL. The MHC is DRB1_0405 with pseudo-sequence DRB1_0405. The binding affinity (normalized) is 0. (7) The peptide sequence is CGMFTNRSGSQQW. The MHC is DRB1_1302 with pseudo-sequence DRB1_1302. The binding affinity (normalized) is 0.153. (8) The peptide sequence is GRIQDLEKYVEDTKI. The MHC is DRB3_0101 with pseudo-sequence DRB3_0101. The binding affinity (normalized) is 0.246. (9) The peptide sequence is HPAVEHRSRMVGLLE. The MHC is DRB1_0101 with pseudo-sequence DRB1_0101. The binding affinity (normalized) is 0.524. (10) The peptide sequence is QKLIEDVNASFRAAM. The MHC is DRB1_1501 with pseudo-sequence DRB1_1501. The binding affinity (normalized) is 0.179.